Dataset: Full USPTO retrosynthesis dataset with 1.9M reactions from patents (1976-2016). Task: Predict the reactants needed to synthesize the given product. (1) Given the product [CH3:1][O:2][C:3]1[CH:8]=[C:7]([CH3:9])[CH:6]=[C:5]([CH3:10])[C:4]=1[C:11]1[C:12]2[N:13]([C:17]([CH:22]([CH2:23][CH2:24][CH3:25])[CH2:26][CH2:27][CH3:28])=[C:18]([CH2:20][CH3:21])[N:19]=2)[CH:14]=[CH:15][N:16]=1, predict the reactants needed to synthesize it. The reactants are: [CH3:1][O:2][C:3]1[CH:8]=[C:7]([CH3:9])[CH:6]=[C:5]([CH3:10])[C:4]=1[C:11]1[C:12]2[N:13]([C:17](/[C:22](/[CH2:26][CH2:27][CH3:28])=[CH:23]\[CH2:24][CH3:25])=[C:18]([CH2:20][CH3:21])[N:19]=2)[CH:14]=[CH:15][N:16]=1. (2) Given the product [ClH:42].[CH3:1][C:2]1[C:32]([CH3:33])=[CH:31][CH:30]=[CH:29][C:3]=1[NH:4][C:5](=[O:28])[CH2:6][N:7]1[C:15]2[CH:14]=[CH:13][CH:12]=[CH:11][C:10]=2[C:9]2[CH2:16][CH2:17][NH:18][CH2:19][CH2:20][C:8]1=2, predict the reactants needed to synthesize it. The reactants are: [CH3:1][C:2]1[C:32]([CH3:33])=[CH:31][CH:30]=[CH:29][C:3]=1[NH:4][C:5](=[O:28])[CH2:6][N:7]1[C:15]2[CH:14]=[CH:13][CH:12]=[CH:11][C:10]=2[C:9]2[CH2:16][CH2:17][N:18](C(OC(C)(C)C)=O)[CH2:19][CH2:20][C:8]1=2.FC(F)(F)C(O)=O.C(Cl)[Cl:42]. (3) Given the product [C:1]([C:3]1[C:8]([NH:12][CH:13]2[CH2:18][CH2:17][O:16][CH2:15][CH2:14]2)=[CH:7][C:6]([F:10])=[CH:5][N:4]=1)#[N:2], predict the reactants needed to synthesize it. The reactants are: [C:1]([C:3]1[C:8](F)=[CH:7][C:6]([F:10])=[CH:5][N:4]=1)#[N:2].Cl.[NH2:12][CH:13]1[CH2:18][CH2:17][O:16][CH2:15][CH2:14]1.C(=O)([O-])[O-].[K+].[K+].C(N(CC)CC)C. (4) Given the product [NH:21]1[C:25]2[CH:26]=[CH:27][CH:28]=[CH:29][C:24]=2[N:23]=[C:22]1[C:30]1([CH2:36][NH2:37])[CH2:31][CH2:32][N:33]([C:11]2[C:12]3[C:19]([Cl:20])=[CH:18][NH:17][C:13]=3[N:14]=[CH:15][N:16]=2)[CH2:34][CH2:35]1, predict the reactants needed to synthesize it. The reactants are: C(N(C(C)C)C(C)C)C.Cl[C:11]1[C:12]2[C:19]([Cl:20])=[CH:18][NH:17][C:13]=2[N:14]=[CH:15][N:16]=1.[NH:21]1[C:25]2[CH:26]=[CH:27][CH:28]=[CH:29][C:24]=2[N:23]=[C:22]1[C:30]1([CH2:36][N:37]=C(C2C=CC=CC=2)C2C=CC=CC=2)[CH2:35][CH2:34][NH:33][CH2:32][CH2:31]1.Cl.C(O)(C)C. (5) Given the product [ClH:19].[CH2:14]([CH:13]([C:8]1[CH:7]=[C:6]([CH:11]=[C:10]([CH3:12])[N:9]=1)[C:5]([OH:18])=[O:4])[CH2:16][CH3:17])[CH3:15], predict the reactants needed to synthesize it. The reactants are: C([O:4][C:5](=[O:18])[C:6]1[CH:11]=[C:10]([CH3:12])[N:9]=[C:8]([CH:13]([CH2:16][CH3:17])[CH2:14][CH3:15])[CH:7]=1)(C)C.[ClH:19].